Task: Predict the reactants needed to synthesize the given product.. Dataset: Full USPTO retrosynthesis dataset with 1.9M reactions from patents (1976-2016) (1) The reactants are: [F:1][C:2]([F:47])([C@H:8]1[C@H:13]([O:14][CH2:15][C:16]2[CH:21]=[CH:20][CH:19]=[CH:18][CH:17]=2)[C@@H:12]([O:22][CH2:23][C:24]2[CH:29]=[CH:28][CH:27]=[CH:26][CH:25]=2)[C@H:11]([O:30][CH2:31][C:32]2[CH:37]=[CH:36][CH:35]=[CH:34][CH:33]=2)[C@@H:10]([CH2:38][O:39][CH2:40][C:41]2[CH:46]=[CH:45][CH:44]=[CH:43][CH:42]=2)[O:9]1)[C:3]([O:5][CH2:6][CH3:7])=[O:4].[H-].C([Al+]CC(C)C)C(C)C. Given the product [CH2:6]([O:5][CH:3]([OH:4])[C:2]([F:1])([F:47])[C@H:8]1[C@H:13]([O:14][CH2:15][C:16]2[CH:17]=[CH:18][CH:19]=[CH:20][CH:21]=2)[C@@H:12]([O:22][CH2:23][C:24]2[CH:29]=[CH:28][CH:27]=[CH:26][CH:25]=2)[C@H:11]([O:30][CH2:31][C:32]2[CH:33]=[CH:34][CH:35]=[CH:36][CH:37]=2)[C@@H:10]([CH2:38][O:39][CH2:40][C:41]2[CH:42]=[CH:43][CH:44]=[CH:45][CH:46]=2)[O:9]1)[CH3:7], predict the reactants needed to synthesize it. (2) Given the product [CH2:1]([NH:5][C:6]1[CH:7]=[CH:8][C:9]2[N:10]([C:12]([C:27]3[CH:26]=[C:25]4[C:21](=[CH:20][CH:19]=3)[CH2:22][N:23]([C:28]([O:30][C:31]([CH3:34])([CH3:33])[CH3:32])=[O:29])[CH2:24]4)=[CH:13][N:14]=2)[N:11]=1)[CH2:2][CH2:3][CH3:4], predict the reactants needed to synthesize it. The reactants are: [CH2:1]([NH:5][C:6]1[CH:7]=[CH:8][C:9]2[N:10]([C:12](B(O)O)=[CH:13][N:14]=2)[N:11]=1)[CH2:2][CH2:3][CH3:4].Br[C:19]1[CH:20]=[C:21]2[C:25](=[CH:26][CH:27]=1)[CH2:24][N:23]([C:28]([O:30][C:31]([CH3:34])([CH3:33])[CH3:32])=[O:29])[CH2:22]2.P([O-])([O-])([O-])=O.[K+].[K+].[K+]. (3) The reactants are: FC(F)(F)C(O)=O.[CH3:8][C:9]1[N:10]=[C:11]2[C:16]([O:17]CC3C=CC(OC)=CC=3)=[CH:15][C:14]([N:27]3[CH:32]=[CH:31][CH:30]=[CH:29][C:28]3=[O:33])=[CH:13][N:12]2[C:34]=1[CH3:35]. Given the product [OH:17][C:16]1[C:11]2[N:12]([C:34]([CH3:35])=[C:9]([CH3:8])[N:10]=2)[CH:13]=[C:14]([N:27]2[CH:32]=[CH:31][CH:30]=[CH:29][C:28]2=[O:33])[CH:15]=1, predict the reactants needed to synthesize it. (4) Given the product [CH3:18][O:16][C:1](=[O:17])[C:2]([C:10]1[CH:11]=[CH:12][CH:13]=[CH:14][CH:15]=1)([C:4]1[CH:9]=[CH:8][CH:7]=[CH:6][CH:5]=1)[OH:3], predict the reactants needed to synthesize it. The reactants are: [C:1]([OH:17])(=[O:16])[C:2]([C:10]1[CH:15]=[CH:14][CH:13]=[CH:12][CH:11]=1)([C:4]1[CH:9]=[CH:8][CH:7]=[CH:6][CH:5]=1)[OH:3].[CH2:18]1CCN2C(=NCCC2)CC1.CI. (5) Given the product [C:18]([O:22][C:23]([NH:25][CH:26]([CH2:32][C:33]1[CH:34]=[CH:35][CH:36]=[CH:37][CH:38]=1)[CH:27]([OH:31])[C:28]([O:30][CH2:1][CH3:6])=[O:29])=[O:24])([CH3:21])([CH3:19])[CH3:20], predict the reactants needed to synthesize it. The reactants are: [CH:1]1C=CC2N(O)N=NC=2[CH:6]=1.CCN(CC)CC.[C:18]([O:22][C:23]([NH:25][CH:26]([CH2:32][C:33]1[CH:38]=[CH:37][CH:36]=[CH:35][CH:34]=1)[CH:27]([OH:31])[C:28]([OH:30])=[O:29])=[O:24])([CH3:21])([CH3:20])[CH3:19].C1(N)CC1.C(Cl)CCl. (6) Given the product [NH2:1][C:2]1[CH:10]=[CH:9][C:5]([C:6]([O:8][CH3:17])=[O:7])=[CH:4][CH:3]=1, predict the reactants needed to synthesize it. The reactants are: [NH2:1][C:2]1[CH:10]=[CH:9][C:5]([C:6]([OH:8])=[O:7])=[CH:4][CH:3]=1.S(Cl)(Cl)=O.N#N.[CH3:17]O. (7) Given the product [Br:1][C:2]1[C:3]([CH3:10])=[C:4]([CH3:9])[C:5]([O:8][CH2:22][CH2:23][C:24]([CH3:26])([OH:27])[CH3:25])=[N:6][CH:7]=1, predict the reactants needed to synthesize it. The reactants are: [Br:1][C:2]1[C:3]([CH3:10])=[C:4]([CH3:9])[C:5]([OH:8])=[N:6][CH:7]=1.CC1C=CC(S(O[CH2:22][CH2:23][C:24]([OH:27])([CH3:26])[CH3:25])(=O)=O)=CC=1. (8) Given the product [CH3:34][N:23]1[C:19]([C:5]2[CH:4]=[N:3][N:2]([CH3:1])[C:6]=2[CH2:7][O:8][C:9]2[CH:14]=[CH:13][C:12]([C:15]([F:18])([F:16])[F:17])=[CH:11][CH:10]=2)=[N:20][C:21]([C:24]2[CH:25]=[C:26]([S:30]([NH2:33])(=[O:32])=[O:31])[CH:27]=[CH:28][CH:29]=2)=[N:22]1, predict the reactants needed to synthesize it. The reactants are: [CH3:1][N:2]1[C:6]([CH2:7][O:8][C:9]2[CH:14]=[CH:13][C:12]([C:15]([F:18])([F:17])[F:16])=[CH:11][CH:10]=2)=[C:5]([C:19]2[NH:23][N:22]=[C:21]([C:24]3[CH:25]=[C:26]([S:30]([NH2:33])(=[O:32])=[O:31])[CH:27]=[CH:28][CH:29]=3)[N:20]=2)[CH:4]=[N:3]1.[C:34](=O)([O-])[O-].[K+].[K+].CI. (9) Given the product [F:18][C:13]1[CH:12]=[C:11]([C@H:2]([NH:1][C:36]2[NH:41][C:40](=[O:42])[N:39]([CH:43]([CH3:44])[CH3:45])[C:38](=[O:46])[CH:37]=2)[CH2:3][C:4]([O:6][C:7]([CH3:10])([CH3:9])[CH3:8])=[O:5])[CH:16]=[CH:15][C:14]=1[F:17], predict the reactants needed to synthesize it. The reactants are: [NH2:1][C@@H:2]([C:11]1[CH:16]=[CH:15][C:14]([F:17])=[C:13]([F:18])[CH:12]=1)[CH2:3][C:4]([O:6][C:7]([CH3:10])([CH3:9])[CH3:8])=[O:5].CN(C1C2C(N(C)C)=CC=CC=2C=CC=1)C.Cl[C:36]1[NH:41][C:40](=[O:42])[N:39]([CH:43]([CH3:45])[CH3:44])[C:38](=[O:46])[CH:37]=1. (10) Given the product [Cl:16][C:6]1[C:5]([C:8]([CH3:9])([CH3:11])[CH3:10])=[CH:4][C:3]([OH:12])=[C:2]([I:1])[CH:7]=1, predict the reactants needed to synthesize it. The reactants are: [I:1][C:2]1[CH:7]=[CH:6][C:5]([C:8]([CH3:11])([CH3:10])[CH3:9])=[CH:4][C:3]=1[OH:12].S(Cl)([Cl:16])(=O)=O.O.